Dataset: Forward reaction prediction with 1.9M reactions from USPTO patents (1976-2016). Task: Predict the product of the given reaction. (1) Given the reactants C1(S([N:10]2[C:18]3[C:13](=[CH:14][CH:15]=[CH:16][CH:17]=3)[C:12](Br)=[CH:11]2)(=O)=O)C=CC=CC=1.C([C:22]1[CH:27]=[CH:26][CH:25]=[CH:24][C:23]=1B(O)O)#N, predict the reaction product. The product is: [C:22]1([C:12]2[C:13]3[C:18](=[CH:17][CH:16]=[CH:15][CH:14]=3)[NH:10][CH:11]=2)[CH:27]=[CH:26][CH:25]=[CH:24][CH:23]=1. (2) Given the reactants [NH:1]([C:3](=[O:25])[C:4]([NH:6][C:7]1[CH:24]=[CH:23][C:10]([O:11][C@H:12]2[CH2:17][CH2:16][C@H:15]([C:18]([O:20]CC)=[O:19])[CH2:14][CH2:13]2)=[CH:9][CH:8]=1)=[O:5])[NH2:2].[F:26][CH:27]([F:38])[O:28][C:29]1[CH:34]=[CH:33][C:32]([N:35]=[C:36]=S)=[CH:31][CH:30]=1.CCN=C=NCCCN(C)C.[OH-].[Na+].Cl, predict the reaction product. The product is: [F:26][CH:27]([F:38])[O:28][C:29]1[CH:30]=[CH:31][C:32]([NH:35][C:36]2[O:25][C:3]([C:4]([NH:6][C:7]3[CH:8]=[CH:9][C:10]([O:11][C@H:12]4[CH2:13][CH2:14][C@H:15]([C:18]([OH:20])=[O:19])[CH2:16][CH2:17]4)=[CH:23][CH:24]=3)=[O:5])=[N:1][N:2]=2)=[CH:33][CH:34]=1. (3) Given the reactants [F:1][C:2]1[CH:10]=[CH:9][CH:8]=[C:7]([F:11])[C:3]=1[C:4](=[S:6])[NH2:5].C([CH:14](Br)[C:15](=O)[C:16]([O-:18])=[O:17])C.[CH2:21](O)[CH3:22], predict the reaction product. The product is: [F:1][C:2]1[CH:10]=[CH:9][CH:8]=[C:7]([F:11])[C:3]=1[C:4]1[S:6][CH:14]=[C:15]([C:16]([O:18][CH2:21][CH3:22])=[O:17])[N:5]=1. (4) The product is: [CH3:1][CH:2]1[CH2:7][NH:6][CH2:5][CH2:4][N:3]1[CH2:8][CH:9]=[N:10][CH:11]([CH3:12])[CH3:15]. Given the reactants [CH3:1][CH:2]1[CH2:7][NH:6][CH2:5][CH2:4][N:3]1[CH2:8][CH:9]=[N:10][CH2:11][CH:12](C)C.[CH2:15](OCC(COCC1OC1)(COCC1OC1)COCC1OC1)C1OC1, predict the reaction product. (5) Given the reactants [N+:1]([O-:4])(O)=[O:2].NC(N)=N.[Br:9][C:10]1[CH:16]=[CH:15][C:13]([NH2:14])=[C:12]([O:17][CH3:18])[CH:11]=1.S(=O)(=O)(O)O, predict the reaction product. The product is: [Br:9][C:10]1[C:16]([N+:1]([O-:4])=[O:2])=[CH:15][C:13]([NH2:14])=[C:12]([O:17][CH3:18])[CH:11]=1. (6) Given the reactants [H-].[Na+].[C:3]([NH:6][CH:7]([C:13]([O:15][CH2:16][CH3:17])=[O:14])[C:8]([O:10][CH2:11][CH3:12])=[O:9])(=[O:5])[CH3:4].Cl[CH2:19][C:20]([C:22]1[CH:27]=[CH:26][C:25]([O:28][C:29]2[CH:34]=[CH:33][CH:32]=[CH:31][CH:30]=2)=[CH:24][CH:23]=1)=[O:21], predict the reaction product. The product is: [C:3]([NH:6][C:7]([CH2:19][C:20](=[O:21])[C:22]1[CH:27]=[CH:26][C:25]([O:28][C:29]2[CH:30]=[CH:31][CH:32]=[CH:33][CH:34]=2)=[CH:24][CH:23]=1)([C:13]([O:15][CH2:16][CH3:17])=[O:14])[C:8]([O:10][CH2:11][CH3:12])=[O:9])(=[O:5])[CH3:4]. (7) Given the reactants C(OC(=O)[NH:7][C:8]1[CH:13]=[CH:12][CH:11]=[C:10]([C:14]2[NH:15][O:16][C:17](=[O:19])[N:18]=2)[CH:9]=1)(C)(C)C.Cl, predict the reaction product. The product is: [NH2:7][C:8]1[CH:9]=[C:10]([C:14]2[NH:15][O:16][C:17](=[O:19])[N:18]=2)[CH:11]=[CH:12][CH:13]=1. (8) Given the reactants [Cl-].[CH2:2]([O:4][C:5](=[O:11])[CH2:6][CH:7]1[CH2:10][NH2+:9][CH2:8]1)[CH3:3].[CH2:12]([O:14][C:15]([C:17]1[CH:18]=[CH:19][C:20]([O:26][CH2:27][CH2:28][CH2:29][C:30]2[CH:35]=[CH:34][C:33]([O:36][CH2:37][CH2:38][CH2:39][CH2:40][O:41][C:42]3[CH:47]=[CH:46][CH:45]=[CH:44][CH:43]=3)=[CH:32][CH:31]=2)=[C:21]([CH:25]=1)[C:22](O)=[O:23])=[O:16])[CH3:13], predict the reaction product. The product is: [CH2:2]([O:4][C:5](=[O:11])[CH2:6][CH:7]1[CH2:10][N:9]([C:22]([C:21]2[CH:25]=[C:17]([CH:18]=[CH:19][C:20]=2[O:26][CH2:27][CH2:28][CH2:29][C:30]2[CH:35]=[CH:34][C:33]([O:36][CH2:37][CH2:38][CH2:39][CH2:40][O:41][C:42]3[CH:43]=[CH:44][CH:45]=[CH:46][CH:47]=3)=[CH:32][CH:31]=2)[C:15]([O:14][CH2:12][CH3:13])=[O:16])=[O:23])[CH2:8]1)[CH3:3]. (9) The product is: [CH:2]1([N:7]2[CH2:12][CH2:11][CH2:10][C:9]3([CH2:21][C:20](=[N:30][OH:31])[C:19]4[C:14](=[CH:15][CH:16]=[C:17](/[CH:23]=[CH:24]/[C:25]([NH:27][OH:28])=[O:26])[CH:18]=4)[O:13]3)[CH2:8]2)[CH2:3][CH2:4][CH2:5][CH2:6]1. Given the reactants Cl.[CH:2]1([N:7]2[CH2:12][CH2:11][CH2:10][C:9]3([CH2:21][C:20](=O)[C:19]4[C:14](=[CH:15][CH:16]=[C:17](/[CH:23]=[CH:24]/[C:25]([NH:27][OH:28])=[O:26])[CH:18]=4)[O:13]3)[CH2:8]2)[CH2:6][CH2:5][CH2:4][CH2:3]1.Cl.[NH2:30][OH:31].N1C=CC=CC=1, predict the reaction product. (10) Given the reactants C[O:2][C:3](=[O:37])[CH2:4][CH2:5][C:6]1[CH:11]=[CH:10][C:9]([O:12][CH2:13][CH2:14][CH:15]([O:17][C:18]2[CH:23]=[CH:22][C:21]([O:24][C:25]([F:28])([F:27])[F:26])=[CH:20][C:19]=2[C:29]([C:31]2[S:32][CH:33]=[CH:34][CH:35]=2)=[O:30])[CH3:16])=[CH:8][C:7]=1[CH3:36].[OH-].[Na+].Cl, predict the reaction product. The product is: [CH3:36][C:7]1[CH:8]=[C:9]([O:12][CH2:13][CH2:14][CH:15]([O:17][C:18]2[CH:23]=[CH:22][C:21]([O:24][C:25]([F:27])([F:28])[F:26])=[CH:20][C:19]=2[C:29]([C:31]2[S:32][CH:33]=[CH:34][CH:35]=2)=[O:30])[CH3:16])[CH:10]=[CH:11][C:6]=1[CH2:5][CH2:4][C:3]([OH:37])=[O:2].